This data is from Full USPTO retrosynthesis dataset with 1.9M reactions from patents (1976-2016). The task is: Predict the reactants needed to synthesize the given product. Given the product [CH2:1]([O:3][C:4]1[CH:9]=[CH:8][C:7]([CH2:10][CH:11]([O:17][CH:18]([CH3:19])[CH3:20])[C:12]([OH:14])=[O:13])=[CH:6][C:5]=1[CH2:21][CH2:22][O:23][C:31](=[O:32])[NH:30][C:24]1[CH:29]=[CH:28][CH:27]=[CH:26][CH:25]=1)[CH3:2], predict the reactants needed to synthesize it. The reactants are: [CH2:1]([O:3][C:4]1[CH:9]=[CH:8][C:7]([CH2:10][CH:11]([O:17][CH:18]([CH3:20])[CH3:19])[C:12]([O:14]CC)=[O:13])=[CH:6][C:5]=1[CH2:21][CH2:22][OH:23])[CH3:2].[C:24]1([N:30]=[C:31]=[O:32])[CH:29]=[CH:28][CH:27]=[CH:26][CH:25]=1.